Dataset: Reaction yield outcomes from USPTO patents with 853,638 reactions. Task: Predict the reaction yield, written as a fraction of the theoretical maximum amount of product (1.0 means a 100% yield; for example, 0.34 means a 34% yield). (1) The reactants are [CH3:1][Mg+].[Br-].CON(C)[C:7]([C:9]1[C:14]([O:15][CH3:16])=[CH:13][C:12](=[O:17])[N:11]([C:18]2[CH:23]=[CH:22][CH:21]=[C:20]([C:24]([F:27])([F:26])[F:25])[CH:19]=2)[N:10]=1)=[O:8]. The catalyst is C1COCC1. The product is [C:7]([C:9]1[C:14]([O:15][CH3:16])=[CH:13][C:12](=[O:17])[N:11]([C:18]2[CH:23]=[CH:22][CH:21]=[C:20]([C:24]([F:26])([F:27])[F:25])[CH:19]=2)[N:10]=1)(=[O:8])[CH3:1]. The yield is 0.450. (2) The reactants are [CH3:1][C@@H:2]([NH:12][CH2:13][C@H:14]([OH:25])[C:15]1[CH:16]=[CH:17][C:18]([OH:24])=[C:19]([NH:21][CH:22]=[O:23])[CH:20]=1)[CH2:3][C:4]1[CH:5]=[CH:6][C:7]([O:10][CH3:11])=[CH:8][CH:9]=1.CO.[C:28]([OH:37])(=[O:36])[C@@H:29]([C@H:31]([C:33]([OH:35])=[O:34])[OH:32])[OH:30]. The catalyst is O. The product is [CH3:1][C@@H:2]([NH:12][CH2:13][C@H:14]([OH:25])[C:15]1[CH:16]=[CH:17][C:18]([OH:24])=[C:19]([NH:21][CH:22]=[O:23])[CH:20]=1)[CH2:3][C:4]1[CH:5]=[CH:6][C:7]([O:10][CH3:11])=[CH:8][CH:9]=1.[C:33]([C@@H:31]([C@H:29]([C:28]([O-:37])=[O:36])[OH:30])[OH:32])([O-:35])=[O:34]. The yield is 0.996. (3) The reactants are [OH:1][S:2]([OH:5])(=O)=[O:3].O=S(=O)=O.[CH3:10][C:11]1[CH:20]=[CH:19][C:18]2[C:13](=[C:14]([OH:21])[CH:15]=[CH:16][CH:17]=2)[N:12]=1. The catalyst is S(=O)(=O)(O)O.CC(C)=O. The product is [OH:21][C:14]1[C:13]2[N:12]=[C:11]([CH3:10])[CH:20]=[CH:19][C:18]=2[C:17]([S:2]([OH:5])(=[O:3])=[O:1])=[CH:16][CH:15]=1. The yield is 0.940.